Task: Predict the product of the given reaction.. Dataset: Forward reaction prediction with 1.9M reactions from USPTO patents (1976-2016) (1) Given the reactants Br[C:2]1[CH:7]=[CH:6][CH:5]=[CH:4][C:3]=1[C@@H:8]([O:10][Si:11]([C:14]([CH3:17])([CH3:16])[CH3:15])([CH3:13])[CH3:12])[CH3:9].[NH:18]1[CH2:23][CH2:22][NH:21][CH2:20][CH2:19]1, predict the reaction product. The product is: [C:14]([Si:11]([CH3:13])([CH3:12])[O:10][C@H:8]([C:3]1[CH:4]=[CH:5][CH:6]=[CH:7][C:2]=1[N:18]1[CH2:23][CH2:22][NH:21][CH2:20][CH2:19]1)[CH3:9])([CH3:17])([CH3:16])[CH3:15]. (2) Given the reactants [CH2:1]([O:8][C:9]1[C:13]([CH:14]([CH:16]2[CH2:21][CH2:20][CH2:19][CH2:18][CH2:17]2)O)=[CH:12][N:11]([C:22]2[CH:27]=[CH:26][CH:25]=[CH:24][CH:23]=2)[N:10]=1)[C:2]1[CH:7]=[CH:6][CH:5]=[CH:4][CH:3]=1.[NH2:28][C:29]1[CH:34]=[CH:33][C:32]([C:35]([NH:37][CH2:38][CH2:39][C:40]([O:42]CC)=[O:41])=[O:36])=[CH:31][CH:30]=1, predict the reaction product. The product is: [CH2:1]([O:8][C:9]1[C:13]([CH:14]([NH:28][C:29]2[CH:30]=[CH:31][C:32]([C:35]([NH:37][CH2:38][CH2:39][C:40]([OH:42])=[O:41])=[O:36])=[CH:33][CH:34]=2)[CH:16]2[CH2:21][CH2:20][CH2:19][CH2:18][CH2:17]2)=[CH:12][N:11]([C:22]2[CH:27]=[CH:26][CH:25]=[CH:24][CH:23]=2)[N:10]=1)[C:2]1[CH:7]=[CH:6][CH:5]=[CH:4][CH:3]=1.